Dataset: Reaction yield outcomes from USPTO patents with 853,638 reactions. Task: Predict the reaction yield, written as a fraction of the theoretical maximum amount of product (1.0 means a 100% yield; for example, 0.34 means a 34% yield). (1) The reactants are CO[CH:3](OC)[CH2:4][NH:5][C:6](=[O:23])[C:7]([NH:9][C:10]1[CH:15]=[CH:14][C:13]([O:16][CH2:17][C:18]([OH:21])([CH3:20])[CH3:19])=[C:12]([CH3:22])[CH:11]=1)=[O:8].C(O)(C(F)(F)F)=O. The catalyst is CC(O)=O. The product is [OH:23][C:6]1[C:7](=[O:8])[N:9]([C:10]2[CH:15]=[CH:14][C:13]([O:16][CH2:17][C:18]([OH:21])([CH3:19])[CH3:20])=[C:12]([CH3:22])[CH:11]=2)[CH:3]=[CH:4][N:5]=1. The yield is 0.731. (2) The reactants are [CH2:1]([O:3][C:4](=[O:31])[C:5]([O:8][C:9]1[CH:14]=[CH:13][C:12]([O:15][CH2:16][CH2:17][C:18]2[N:19]=[C:20]([C:24]3[CH:29]=[CH:28][C:27](Br)=[CH:26][CH:25]=3)[O:21][C:22]=2[CH3:23])=[CH:11][CH:10]=1)([CH3:7])[CH3:6])[CH3:2].[CH3:32][C:33]1[C:37](B(O)O)=[C:36]([CH3:41])[O:35][N:34]=1.C(O)C.C([O-])([O-])=O.[Na+].[Na+]. The catalyst is C1(C)C=CC=CC=1.C1C=CC([P]([Pd]([P](C2C=CC=CC=2)(C2C=CC=CC=2)C2C=CC=CC=2)([P](C2C=CC=CC=2)(C2C=CC=CC=2)C2C=CC=CC=2)[P](C2C=CC=CC=2)(C2C=CC=CC=2)C2C=CC=CC=2)(C2C=CC=CC=2)C2C=CC=CC=2)=CC=1.C(OCC)(=O)C. The product is [CH2:1]([O:3][C:4](=[O:31])[C:5]([O:8][C:9]1[CH:14]=[CH:13][C:12]([O:15][CH2:16][CH2:17][C:18]2[N:19]=[C:20]([C:24]3[CH:29]=[CH:28][C:27]([C:37]4[C:33]([CH3:32])=[N:34][O:35][C:36]=4[CH3:41])=[CH:26][CH:25]=3)[O:21][C:22]=2[CH3:23])=[CH:11][CH:10]=1)([CH3:7])[CH3:6])[CH3:2]. The yield is 0.920.